This data is from Peptide-MHC class I binding affinity with 185,985 pairs from IEDB/IMGT. The task is: Regression. Given a peptide amino acid sequence and an MHC pseudo amino acid sequence, predict their binding affinity value. This is MHC class I binding data. (1) The peptide sequence is AALSEGVYR. The MHC is HLA-A31:01 with pseudo-sequence HLA-A31:01. The binding affinity (normalized) is 0.526. (2) The peptide sequence is FRNLAYGRTCVLGK. The MHC is HLA-A29:02 with pseudo-sequence HLA-A29:02. The binding affinity (normalized) is 0. (3) The peptide sequence is EEFLQCGRL. The MHC is HLA-B40:01 with pseudo-sequence HLA-B40:01. The binding affinity (normalized) is 0.528. (4) The peptide sequence is SVIWMMWYW. The MHC is HLA-A03:01 with pseudo-sequence HLA-A03:01. The binding affinity (normalized) is 0. (5) The binding affinity (normalized) is 0.114. The MHC is HLA-A02:01 with pseudo-sequence HLA-A02:01. The peptide sequence is TQSRPIQNV.